This data is from NCI-60 drug combinations with 297,098 pairs across 59 cell lines. The task is: Regression. Given two drug SMILES strings and cell line genomic features, predict the synergy score measuring deviation from expected non-interaction effect. Drug 1: C#CCC(CC1=CN=C2C(=N1)C(=NC(=N2)N)N)C3=CC=C(C=C3)C(=O)NC(CCC(=O)O)C(=O)O. Drug 2: CCC1(C2=C(COC1=O)C(=O)N3CC4=CC5=C(C=CC(=C5CN(C)C)O)N=C4C3=C2)O.Cl. Cell line: SR. Synergy scores: CSS=47.8, Synergy_ZIP=-0.301, Synergy_Bliss=-0.990, Synergy_Loewe=1.18, Synergy_HSA=1.37.